Dataset: Reaction yield outcomes from USPTO patents with 853,638 reactions. Task: Predict the reaction yield, written as a fraction of the theoretical maximum amount of product (1.0 means a 100% yield; for example, 0.34 means a 34% yield). (1) The reactants are [N:1]12[CH2:11]CCN=[C:7]1CCCC[CH2:2]2.Cl.[NH2:13][CH2:14][C:15]1[CH:23]=[CH:22][CH:21]=[C:20]2[C:16]=1[C:17](=[O:33])[N:18]([CH:25]1[CH2:30][CH2:29][C:28](=[O:31])[NH:27][C:26]1=[O:32])[C:19]2=[O:24].ClC(Cl)([O:37]C(=O)OC(Cl)(Cl)Cl)Cl.CNC.C1COCC1. The catalyst is C(#N)C. The product is [O:32]=[C:26]1[CH:25]([N:18]2[C:17](=[O:33])[C:16]3[C:20](=[CH:21][CH:22]=[CH:23][C:15]=3[CH2:14][NH:13][C:2](=[O:37])[N:1]([CH3:11])[CH3:7])[C:19]2=[O:24])[CH2:30][CH2:29][C:28](=[O:31])[NH:27]1. The yield is 0.360. (2) The reactants are I.[Cl:2][C:3]1[CH:4]=[C:5]([NH:10][C:11](=[NH:14])SC)[CH:6]=[CH:7][C:8]=1[CH3:9].CS(O)(=O)=O.[NH2:20][CH2:21][C:22]1[CH:23]=[C:24]2[C:28](=[CH:29][CH:30]=1)[C:27](=[O:31])[N:26]([CH:32]1[CH2:37][CH2:36][C:35](=[O:38])[NH:34][C:33]1=[O:39])[CH2:25]2.CCN(C(C)C)C(C)C. The catalyst is CN(C=O)C. The product is [ClH:2].[Cl:2][C:3]1[CH:4]=[C:5]([NH:10][C:11]([NH:20][CH2:21][C:22]2[CH:23]=[C:24]3[C:28](=[CH:29][CH:30]=2)[C:27](=[O:31])[N:26]([CH:32]2[CH2:37][CH2:36][C:35](=[O:38])[NH:34][C:33]2=[O:39])[CH2:25]3)=[NH:14])[CH:6]=[CH:7][C:8]=1[CH3:9]. The yield is 0.270.